This data is from NCI-60 drug combinations with 297,098 pairs across 59 cell lines. The task is: Regression. Given two drug SMILES strings and cell line genomic features, predict the synergy score measuring deviation from expected non-interaction effect. (1) Drug 1: CCCS(=O)(=O)NC1=C(C(=C(C=C1)F)C(=O)C2=CNC3=C2C=C(C=N3)C4=CC=C(C=C4)Cl)F. Drug 2: C1=CC(=CC=C1CCC2=CNC3=C2C(=O)NC(=N3)N)C(=O)NC(CCC(=O)O)C(=O)O. Cell line: HCT-15. Synergy scores: CSS=31.4, Synergy_ZIP=-2.54, Synergy_Bliss=-6.32, Synergy_Loewe=-35.9, Synergy_HSA=-7.83. (2) Drug 1: CC=C1C(=O)NC(C(=O)OC2CC(=O)NC(C(=O)NC(CSSCCC=C2)C(=O)N1)C(C)C)C(C)C. Drug 2: CCC1(CC2CC(C3=C(CCN(C2)C1)C4=CC=CC=C4N3)(C5=C(C=C6C(=C5)C78CCN9C7C(C=CC9)(C(C(C8N6C)(C(=O)OC)O)OC(=O)C)CC)OC)C(=O)OC)O.OS(=O)(=O)O. Cell line: NCI-H322M. Synergy scores: CSS=4.03, Synergy_ZIP=-0.588, Synergy_Bliss=0.736, Synergy_Loewe=-0.479, Synergy_HSA=1.04. (3) Drug 1: C1=C(C(=O)NC(=O)N1)F. Drug 2: CC=C1C(=O)NC(C(=O)OC2CC(=O)NC(C(=O)NC(CSSCCC=C2)C(=O)N1)C(C)C)C(C)C. Cell line: SW-620. Synergy scores: CSS=70.2, Synergy_ZIP=5.49, Synergy_Bliss=4.57, Synergy_Loewe=6.39, Synergy_HSA=7.42. (4) Drug 1: C1CCC(C1)C(CC#N)N2C=C(C=N2)C3=C4C=CNC4=NC=N3. Drug 2: CCCCCOC(=O)NC1=NC(=O)N(C=C1F)C2C(C(C(O2)C)O)O. Cell line: MDA-MB-435. Synergy scores: CSS=-5.62, Synergy_ZIP=4.50, Synergy_Bliss=3.40, Synergy_Loewe=-3.83, Synergy_HSA=-2.95.